This data is from Reaction yield outcomes from USPTO patents with 853,638 reactions. The task is: Predict the reaction yield, written as a fraction of the theoretical maximum amount of product (1.0 means a 100% yield; for example, 0.34 means a 34% yield). (1) The reactants are [Cl:1][C:2]1[CH:7]=[CH:6][C:5]([C:8]2[CH:13]=[C:12]([C:14]#[N:15])[CH:11]=[C:10]([C:16]3[CH:21]=[CH:20][C:19]([Cl:22])=[CH:18][CH:17]=3)[CH:9]=2)=[CH:4][CH:3]=1.[N-:23]=[N+:24]=[N-:25].[Na+].[Cl-].[NH4+].Cl. The catalyst is CN(C=O)C.O. The product is [Cl:1][C:2]1[CH:7]=[CH:6][C:5]([C:8]2[CH:13]=[C:12]([C:14]3[NH:25][N:24]=[N:23][N:15]=3)[CH:11]=[C:10]([C:16]3[CH:21]=[CH:20][C:19]([Cl:22])=[CH:18][CH:17]=3)[CH:9]=2)=[CH:4][CH:3]=1. The yield is 0.640. (2) The reactants are C(OC([N:8]1[CH2:13][CH2:12][CH:11]([N:14]2[CH:18]=[C:17]([C:19]3[CH:20]=[N:21][C:22]([NH2:37])=[C:23]([O:25][C@@H:26]([C:28]4[C:33]([Cl:34])=[CH:32][CH:31]=[C:30]([F:35])[C:29]=4[Cl:36])[CH3:27])[CH:24]=3)[CH:16]=[N:15]2)[CH2:10][CH2:9]1)=O)(C)(C)C.Cl.[O:39]1CCOCC1. The catalyst is CO.ClCCl. The product is [C:26]([OH:39])(=[O:25])[CH3:28].[Cl:36][C:29]1[C:30]([F:35])=[CH:31][CH:32]=[C:33]([Cl:34])[C:28]=1[C@H:26]([O:25][C:23]1[C:22]([NH2:37])=[N:21][CH:20]=[C:19]([C:17]2[CH:16]=[N:15][N:14]([CH:11]3[CH2:12][CH2:13][NH:8][CH2:9][CH2:10]3)[CH:18]=2)[CH:24]=1)[CH3:27]. The yield is 0.780.